From a dataset of NCI-60 drug combinations with 297,098 pairs across 59 cell lines. Regression. Given two drug SMILES strings and cell line genomic features, predict the synergy score measuring deviation from expected non-interaction effect. (1) Drug 1: COC1=CC(=CC(=C1O)OC)C2C3C(COC3=O)C(C4=CC5=C(C=C24)OCO5)OC6C(C(C7C(O6)COC(O7)C8=CC=CS8)O)O. Drug 2: CC(C)(C#N)C1=CC(=CC(=C1)CN2C=NC=N2)C(C)(C)C#N. Cell line: NCI-H322M. Synergy scores: CSS=-0.709, Synergy_ZIP=-2.28, Synergy_Bliss=-2.82, Synergy_Loewe=-4.14, Synergy_HSA=-2.78. (2) Drug 1: CC12CCC3C(C1CCC2=O)CC(=C)C4=CC(=O)C=CC34C. Drug 2: CC1C(C(=O)NC(C(=O)N2CCCC2C(=O)N(CC(=O)N(C(C(=O)O1)C(C)C)C)C)C(C)C)NC(=O)C3=C4C(=C(C=C3)C)OC5=C(C(=O)C(=C(C5=N4)C(=O)NC6C(OC(=O)C(N(C(=O)CN(C(=O)C7CCCN7C(=O)C(NC6=O)C(C)C)C)C)C(C)C)C)N)C. Cell line: SW-620. Synergy scores: CSS=38.1, Synergy_ZIP=6.75, Synergy_Bliss=13.2, Synergy_Loewe=13.1, Synergy_HSA=12.9. (3) Drug 1: C1=CC(=CC=C1C#N)C(C2=CC=C(C=C2)C#N)N3C=NC=N3. Drug 2: CCC1(CC2CC(C3=C(CCN(C2)C1)C4=CC=CC=C4N3)(C5=C(C=C6C(=C5)C78CCN9C7C(C=CC9)(C(C(C8N6C)(C(=O)OC)O)OC(=O)C)CC)OC)C(=O)OC)O.OS(=O)(=O)O. Cell line: OVCAR-4. Synergy scores: CSS=-2.95, Synergy_ZIP=0.778, Synergy_Bliss=-1.94, Synergy_Loewe=-3.20, Synergy_HSA=-4.11.